Dataset: Forward reaction prediction with 1.9M reactions from USPTO patents (1976-2016). Task: Predict the product of the given reaction. (1) Given the reactants [C:1]([C:5]1[CH:6]=[C:7]([NH:48][S:49]([CH3:52])(=[O:51])=[O:50])[C:8]([O:46][CH3:47])=[C:9]([NH:11][C:12](=[O:45])[NH:13][C:14]2[C:23]3[C:18](=[CH:19][CH:20]=[CH:21][CH:22]=3)[C:17]([O:24][C:25]3[CH:30]=[CH:29][N:28]=[C:27]([NH:31][C:32]4[CH:37]=[CH:36][C:35]([P:38]([CH3:43])(=[O:42])[O:39]CC)=[C:34]([Cl:44])[CH:33]=4)[CH:26]=3)=[CH:16][CH:15]=2)[CH:10]=1)([CH3:4])([CH3:3])[CH3:2].[OH-].[Na+].C(O)(=O)C, predict the reaction product. The product is: [C:1]([C:5]1[CH:6]=[C:7]([NH:48][S:49]([CH3:52])(=[O:51])=[O:50])[C:8]([O:46][CH3:47])=[C:9]([NH:11][C:12]([NH:13][C:14]2[C:23]3[C:18](=[CH:19][CH:20]=[CH:21][CH:22]=3)[C:17]([O:24][C:25]3[CH:30]=[CH:29][N:28]=[C:27]([NH:31][C:32]4[CH:37]=[CH:36][C:35]([P:38]([CH3:43])(=[O:39])[OH:42])=[C:34]([Cl:44])[CH:33]=4)[CH:26]=3)=[CH:16][CH:15]=2)=[O:45])[CH:10]=1)([CH3:4])([CH3:2])[CH3:3]. (2) Given the reactants [N:1]([CH2:4][CH2:5][O:6][CH2:7][CH2:8][O:9][CH2:10][CH2:11][O:12][CH2:13][CH2:14][O:15][NH:16][C:17]([C:19]1[CH:28]=[C:27]([C:29]([OH:31])=[O:30])[C:26]2[C:25]3[NH:32][C:33]([C:35]([OH:37])=[O:36])=[CH:34][C:24]=3[C:23](=[O:38])[C:22](=[O:39])[C:21]=2[N:20]=1)=[O:18])=[N+]=[N-].[Li+].[OH-:41].[C:42]1([P:48]([C:89]2[CH:94]=[CH:93][CH:92]=[CH:91][CH:90]=2)[C:49]2[CH:58]=[C:57]([C:59](=[O:88])[NH:60][CH2:61][CH2:62][CH2:63][CH2:64][CH2:65][CH2:66][NH:67][C:68](=[O:87])/[CH:69]=[CH:70]/[C:71]3[C:72](=[O:86])[NH:73][C:74](=[O:85])[N:75]([C@H:77]4[CH2:81][C@H:80]([OH:82])[C@@H:79]([CH2:83][OH:84])[O:78]4)[CH:76]=3)[CH:56]=[CH:55][C:50]=2[C:51]([O:53]C)=O)[CH:47]=[CH:46][CH:45]=[CH:44][CH:43]=1, predict the reaction product. The product is: [C:42]1([P:48]([C:49]2[CH:58]=[C:57]([C:59](=[O:88])[NH:60][CH2:61][CH2:62][CH2:63][CH2:64][CH2:65][CH2:66][NH:67][C:68](=[O:87])/[CH:69]=[CH:70]/[C:71]3[C:72](=[O:86])[NH:73][C:74](=[O:85])[N:75]([C@H:77]4[CH2:81][C@H:80]([OH:82])[C@@H:79]([CH2:83][OH:84])[O:78]4)[CH:76]=3)[CH:56]=[CH:55][C:50]=2[C:51](=[O:53])[NH:1][CH2:4][CH2:5][O:6][CH2:7][CH2:8][O:9][CH2:10][CH2:11][O:12][CH2:13][CH2:14][O:15][NH:16][C:17]([C:19]2[CH:28]=[C:27]([C:29]([OH:31])=[O:30])[C:26]3[C:25]4[NH:32][C:33]([C:35]([OH:37])=[O:36])=[CH:34][C:24]=4[C:23](=[O:38])[C:22](=[O:39])[C:21]=3[N:20]=2)=[O:18])([C:89]2[CH:90]=[CH:91][CH:92]=[CH:93][CH:94]=2)=[O:41])[CH:43]=[CH:44][CH:45]=[CH:46][CH:47]=1.